Dataset: Full USPTO retrosynthesis dataset with 1.9M reactions from patents (1976-2016). Task: Predict the reactants needed to synthesize the given product. (1) Given the product [CH:1]1([CH2:4][O:5][C:6]2[CH:11]=[CH:10][C:9]([CH:12]([CH3:13])[CH3:14])=[CH:8][C:7]=2[C:15]2[C:16]3[N:23]([CH2:24][O:25][CH2:26][CH2:27][Si:28]([CH3:29])([CH3:30])[CH3:31])[C:22]([CH3:32])=[C:21]([C:33]([NH:36][C@@H:37]4[CH2:42][CH2:41][C@H:40]([NH:43][C:44](=[O:50])[O:45][C:46]([CH3:48])([CH3:47])[CH3:49])[CH2:39][CH2:38]4)=[O:34])[C:17]=3[N:18]=[CH:19][N:20]=2)[CH2:3][CH2:2]1, predict the reactants needed to synthesize it. The reactants are: [CH:1]1([CH2:4][O:5][C:6]2[CH:11]=[CH:10][C:9]([CH:12]([CH3:14])[CH3:13])=[CH:8][C:7]=2[C:15]2[C:16]3[N:23]([CH2:24][O:25][CH2:26][CH2:27][Si:28]([CH3:31])([CH3:30])[CH3:29])[C:22]([CH3:32])=[C:21]([C:33](O)=[O:34])[C:17]=3[N:18]=[CH:19][N:20]=2)[CH2:3][CH2:2]1.[NH2:36][C@@H:37]1[CH2:42][CH2:41][C@H:40]([NH:43][C:44](=[O:50])[O:45][C:46]([CH3:49])([CH3:48])[CH3:47])[CH2:39][CH2:38]1. (2) Given the product [OH:33][CH:4]1[CH:3]([OH:29])[CH2:2][CH:1]([C:6]2[CH:7]=[CH:8][C:9]([NH:17][C:18](=[O:24])[O:19][C:20]([CH3:21])([CH3:23])[CH3:22])=[C:10]3[C:14]=2[CH2:13][N:12]([CH3:15])[C:11]3=[O:16])[CH2:5]1, predict the reactants needed to synthesize it. The reactants are: [CH:1]1([C:6]2[CH:7]=[CH:8][C:9]([NH:17][C:18](=[O:24])[O:19][C:20]([CH3:23])([CH3:22])[CH3:21])=[C:10]3[C:14]=2[CH2:13][N:12]([CH3:15])[C:11]3=[O:16])[CH2:5][CH:4]=[CH:3][CH2:2]1.C[N+]1([O-])CC[O:29]CC1.[OH2:33]. (3) Given the product [ClH:41].[NH2:7][C@H:8]([C:11]1[C:12]([F:42])=[C:13]([C:38]([Cl:41])=[CH:39][CH:40]=1)[O:14][C:15]1[CH:16]=[C:17]([CH:35]=[CH:36][CH:37]=1)[C:18]([N:20]([CH2:22][C:23]1[CH:24]=[N:25][N:26]([CH2:28][C:29]2[CH:34]=[CH:33][CH:32]=[CH:31][CH:30]=2)[CH:27]=1)[CH3:21])=[O:19])[CH2:9][CH3:10], predict the reactants needed to synthesize it. The reactants are: CC(S([NH:7][C@H:8]([C:11]1[C:12]([F:42])=[C:13]([C:38]([Cl:41])=[CH:39][CH:40]=1)[O:14][C:15]1[CH:16]=[C:17]([CH:35]=[CH:36][CH:37]=1)[C:18]([N:20]([CH2:22][C:23]1[CH:24]=[N:25][N:26]([CH2:28][C:29]2[CH:34]=[CH:33][CH:32]=[CH:31][CH:30]=2)[CH:27]=1)[CH3:21])=[O:19])[CH2:9][CH3:10])=O)(C)C. (4) Given the product [C:1]([NH:28][CH2:29][C:30]1[C:31]([F:49])=[C:32]([F:48])[C:33]([NH:39][C:40]2[CH:45]=[CH:44][C:43]([I:46])=[CH:42][C:41]=2[F:47])=[C:34]([CH:38]=1)[C:35]([OH:37])=[O:36])(=[O:4])[CH:2]=[CH2:3], predict the reactants needed to synthesize it. The reactants are: [C:1](Cl)(=[O:4])[CH:2]=[CH2:3].C(N(CC)CC)C.ON1C(=O)CCC1=O.FC(F)(F)C(O)=O.[NH2:28][CH2:29][C:30]1[C:31]([F:49])=[C:32]([F:48])[C:33]([NH:39][C:40]2[CH:45]=[CH:44][C:43]([I:46])=[CH:42][C:41]=2[F:47])=[C:34]([CH:38]=1)[C:35]([OH:37])=[O:36]. (5) Given the product [CH2:38]([O:40][C:41]([C:43]1[N:44]([CH2:49][CH2:50][CH2:51][O:29][C:26]2[CH:25]=[CH:24][C:23]([C:22]([N:15]3[C:16]4[C:21](=[CH:20][CH:19]=[CH:18][CH:17]=4)[C@H:12]([N:8]([C:9](=[O:11])[CH3:10])[C:5]4[CH:4]=[CH:3][C:2]([Cl:1])=[CH:7][CH:6]=4)[CH2:13][C@@H:14]3[CH3:31])=[O:30])=[CH:28][CH:27]=2)[CH:45]=[N:46][C:47]=1[CH3:48])=[O:42])[CH3:39], predict the reactants needed to synthesize it. The reactants are: [Cl:1][C:2]1[CH:7]=[CH:6][C:5]([N:8]([C@H:12]2[C:21]3[C:16](=[CH:17][CH:18]=[CH:19][CH:20]=3)[N:15]([C:22](=[O:30])[C:23]3[CH:28]=[CH:27][C:26]([OH:29])=[CH:25][CH:24]=3)[C@@H:14]([CH3:31])[CH2:13]2)[C:9](=[O:11])[CH3:10])=[CH:4][CH:3]=1.C([O-])([O-])=O.[K+].[K+].[CH2:38]([O:40][C:41]([C:43]1[N:44]([CH2:49][CH2:50][CH2:51]Br)[CH:45]=[N:46][C:47]=1[CH3:48])=[O:42])[CH3:39].N1C=CN=C1.[H-].[Na+]. (6) Given the product [Br:9][C:10]1[CH:11]=[CH:12][C:13]([N:6]2[CH2:7][C@@H:3]([NH:2][CH3:1])[C@H:4]([OH:8])[CH2:5]2)=[N:14][CH:15]=1, predict the reactants needed to synthesize it. The reactants are: [CH3:1][NH:2][CH:3]1[CH2:7][NH:6][CH2:5][CH:4]1[OH:8].[Br:9][C:10]1[CH:11]=[CH:12][C:13](F)=[N:14][CH:15]=1.C(N(C(C)C)CC)(C)C. (7) Given the product [N+:15]([C:18]1[N:23]=[C:22]([C:24]2[CH2:25][CH2:26][N:27]([CH2:2][CH2:3][CH2:4][CH2:5][N:6]3[C:11](=[O:12])[N:10]([CH3:13])[C:9](=[O:14])[CH:8]=[N:7]3)[CH2:28][CH:29]=2)[CH:21]=[CH:20][CH:19]=1)([O-:17])=[O:16], predict the reactants needed to synthesize it. The reactants are: Cl[CH2:2][CH2:3][CH2:4][CH2:5][N:6]1[C:11](=[O:12])[N:10]([CH3:13])[C:9](=[O:14])[CH:8]=[N:7]1.[N+:15]([C:18]1[N:23]=[C:22]([C:24]2[CH2:25][CH2:26][NH:27][CH2:28][CH:29]=2)[CH:21]=[CH:20][CH:19]=1)([O-:17])=[O:16].C(=O)([O-])[O-].[K+].[K+].[I-].[Na+].